Dataset: CYP3A4 inhibition data for predicting drug metabolism from PubChem BioAssay. Task: Regression/Classification. Given a drug SMILES string, predict its absorption, distribution, metabolism, or excretion properties. Task type varies by dataset: regression for continuous measurements (e.g., permeability, clearance, half-life) or binary classification for categorical outcomes (e.g., BBB penetration, CYP inhibition). Dataset: cyp3a4_veith. (1) The compound is O=C(c1csnn1)N1CCC[C@@]2(CCN(Cc3ccccc3)C2)C1. The result is 1 (inhibitor). (2) The compound is Cc1ccc(S(=O)(=O)N[C@H](CO)C(=O)O)cc1. The result is 0 (non-inhibitor). (3) The drug is COC(=O)[C@@]1(Cc2ccc(OC)cc2)[C@H]2c3cc(C(=O)N4CCCC4)n(Cc4ccc(O)c(OC)c4)c3C[C@H]2CN1C(=O)c1ccccc1. The result is 1 (inhibitor).